Regression/Classification. Given a drug SMILES string, predict its toxicity properties. Task type varies by dataset: regression for continuous values (e.g., LD50, hERG inhibition percentage) or binary classification for toxic/non-toxic outcomes (e.g., AMES mutagenicity, cardiotoxicity, hepatotoxicity). Dataset: herg_karim. From a dataset of hERG potassium channel inhibition data for cardiac toxicity prediction from Karim et al.. (1) The compound is Cc1noc(C)c1Cn1cc(CN(C(=O)C2CNCCC2(O)c2ccc(F)c(F)c2)C2CC2)c2c(F)cccc21. The result is 1 (blocker). (2) The drug is Nc1ccc(-c2cccs2)cc1NC(=O)c1ccc(N2CCC3(CC2)CNC(=O)C3)nc1. The result is 1 (blocker). (3) The molecule is CC1CN(C(=O)C2CNCC2c2ccc(F)cc2F)CC(C)C1(O)c1ccccc1. The result is 1 (blocker). (4) The drug is Cc1ccc2c(N3CCN(CCc4cccc(NC(=O)c5csc(C)n5)c4)CC3)cccc2n1. The result is 1 (blocker). (5) The compound is CCN(C)C(=O)c1ccc([C@H](c2cccc(NC(=O)OC)c2)N2CCN(Cc3cscn3)CC2)cc1. The result is 0 (non-blocker). (6) The molecule is CCCc1nc(C)c2c(=O)nc(-c3cc(S(=O)(=O)N4CCN(CC)CC4)ccc3OCC)[nH]n12. The result is 0 (non-blocker). (7) The drug is Cc1ncc(C2(O)CCC(N3CC(NC(=O)CNc4ncnc5ccc(C(F)(F)F)cc45)C3)CC2)s1. The result is 0 (non-blocker). (8) The drug is NC(=O)C1CCCCc2c1[nH]c1ccc(Cl)cc21. The result is 1 (blocker). (9) The drug is CC[C@H](C)[C@H](C(=O)O)N1CC(CN2CCC(c3cc(Cc4ccc(C5COC5)cc4)nn3CC)CC2)[C@@H](c2cccc(F)c2)C1. The result is 1 (blocker). (10) The molecule is Nc1ccnc(Nc2ccc(Oc3ccc(OC(F)(F)F)cc3)cc2)n1. The result is 1 (blocker).